This data is from Full USPTO retrosynthesis dataset with 1.9M reactions from patents (1976-2016). The task is: Predict the reactants needed to synthesize the given product. (1) The reactants are: [CH3:1][O:2][C:3]1[CH:12]=[C:11]2[C:6]([CH:7]=[CH:8][CH:9]=[C:10]2[CH2:13]O)=[CH:5][CH:4]=1.S(Cl)([Cl:17])=O. Given the product [Cl:17][CH2:13][C:10]1[C:11]2[C:6](=[CH:5][CH:4]=[C:3]([O:2][CH3:1])[CH:12]=2)[CH:7]=[CH:8][CH:9]=1, predict the reactants needed to synthesize it. (2) Given the product [Br:1][C:2]1[C:7]([C:8]#[N:9])=[CH:6][C:5]([N:10]([CH2:35][C:34]2[CH:37]=[CH:38][C:31]([O:30][CH3:29])=[CH:32][CH:33]=2)[C:11](=[O:17])[O:12][C:13]([CH3:14])([CH3:15])[CH3:16])=[C:4]([Cl:18])[CH:3]=1, predict the reactants needed to synthesize it. The reactants are: [Br:1][C:2]1[C:7]([C:8]#[N:9])=[CH:6][C:5]([NH:10][C:11](=[O:17])[O:12][C:13]([CH3:16])([CH3:15])[CH3:14])=[C:4]([Cl:18])[CH:3]=1.C[Si]([N-][Si](C)(C)C)(C)C.[Na+].[CH3:29][O:30][C:31]1[CH:38]=[CH:37][C:34]([CH2:35]Cl)=[CH:33][CH:32]=1. (3) Given the product [Br:15][C:4]1[C:3]2[CH:11]=[CH:12][CH:13]=[CH:14][C:2]=2[S:1][C:5]=1[CH2:6][CH2:7][N:8]([CH3:10])[CH3:9], predict the reactants needed to synthesize it. The reactants are: [S:1]1[C:5]([CH2:6][CH2:7][N:8]([CH3:10])[CH3:9])=[CH:4][C:3]2[CH:11]=[CH:12][CH:13]=[CH:14][C:2]1=2.[Br:15]Br. (4) Given the product [CH3:1][O:2][C:3]([NH:5][C@@H:6]([CH:56]1[CH2:57][CH2:60][O:61][CH2:62][CH2:63]1)[C:7]([N:9]1[C@H:14]([C:15]2[NH:16][C:17]([C:20]3[CH:21]=[CH:22][C:23]([C:26]4[CH:27]=[C:28]5[C:52](=[CH:53][CH:54]=4)[C:32]4[NH:33][C:34]([C@@H:36]6[CH2:40][CH2:39][CH2:38][N:37]6[C:41](=[O:51])[C@@H:42]([NH:46][C:47](=[O:50])[O:48][CH3:49])[CH:43]([CH3:44])[CH3:45])=[N:35][C:31]=4[CH:30]=[CH:29]5)=[CH:24][CH:25]=3)=[CH:18][N:19]=2)[C@@H:13]2[CH2:55][C@H:10]1[CH2:11][CH2:12]2)=[O:8])=[O:4], predict the reactants needed to synthesize it. The reactants are: [CH3:1][O:2][C:3]([NH:5][C@@H:6]([C@H:56](OC)[CH3:57])[C:7]([N:9]1[C@H:14]([C:15]2[NH:16][C:17]([C:20]3[CH:25]=[CH:24][C:23]([C:26]4[CH:27]=[C:28]5[C:52](=[CH:53][CH:54]=4)[C:32]4[NH:33][C:34]([C@@H:36]6[CH2:40][CH2:39][CH2:38][N:37]6[C:41](=[O:51])[C@@H:42]([NH:46][C:47](=[O:50])[O:48][CH3:49])[CH:43]([CH3:45])[CH3:44])=[N:35][C:31]=4[CH:30]=[CH:29]5)=[CH:22][CH:21]=3)=[CH:18][N:19]=2)[C@@H:13]2[CH2:55][C@H:10]1[CH2:11][CH2:12]2)=[O:8])=[O:4].[CH3:60][O:61][C@H:62](C)[C@H:63](NC(OC)=O)C(O)=O. (5) Given the product [CH2:1]([O:3][C:4]([CH:6]1[CH2:10][CH2:9][CH2:8][CH:7]1[NH:18][CH:12]1[CH2:17][CH2:16][CH2:15][CH2:14][CH2:13]1)=[O:5])[CH3:2], predict the reactants needed to synthesize it. The reactants are: [CH2:1]([O:3][C:4]([CH:6]1[CH2:10][CH2:9][CH2:8][C:7]1=O)=[O:5])[CH3:2].[CH:12]1([NH2:18])[CH2:17][CH2:16][CH2:15][CH2:14][CH2:13]1.C([BH3-])#N.[Na+]. (6) Given the product [Br:1][C:8]1[S:7][C:6]([C:4]([CH:11]2[CH2:16][CH2:15][N:14]([C:17]([O:19][C:20]([CH3:23])([CH3:22])[CH3:21])=[O:18])[CH2:13][CH2:12]2)([OH:3])[CH3:5])=[N:10][CH:9]=1, predict the reactants needed to synthesize it. The reactants are: [Br:1]Br.[OH:3][C:4]([CH:11]1[CH2:16][CH2:15][N:14]([C:17]([O:19][C:20]([CH3:23])([CH3:22])[CH3:21])=[O:18])[CH2:13][CH2:12]1)([C:6]1[S:7][CH:8]=[CH:9][N:10]=1)[CH3:5].C([O-])(=O)C.[Na+]. (7) The reactants are: [NH2:1][C:2]1[CH:7]=[C:6]([Cl:8])[CH:5]=[CH:4][N:3]=1.[H-].[Na+].Cl[C:12]1[S:13][C:14]([C:17]2[CH:18]=[CH:19][C:20]([CH3:23])=[N:21][CH:22]=2)=[CH:15][N:16]=1.C([O-])(O)=O.[Na+]. Given the product [Cl:8][C:6]1[CH:5]=[CH:4][N:3]=[C:2]([NH:1][C:12]2[S:13][C:14]([C:17]3[CH:22]=[N:21][C:20]([CH3:23])=[CH:19][CH:18]=3)=[CH:15][N:16]=2)[CH:7]=1, predict the reactants needed to synthesize it. (8) Given the product [Br:1][C:2]1[CH:7]=[CH:6][CH:5]=[C:4]([N+:8]([O-:10])=[O:9])[C:3]=1[O:11][CH2:12][C:13]1[CH:18]=[CH:17][CH:16]=[CH:15][CH:14]=1, predict the reactants needed to synthesize it. The reactants are: [Br:1][C:2]1[CH:7]=[CH:6][CH:5]=[C:4]([N+:8]([O-:10])=[O:9])[C:3]=1[OH:11].[CH2:12](Br)[C:13]1[CH:18]=[CH:17][CH:16]=[CH:15][CH:14]=1.C(=O)([O-])[O-].[K+].[K+]. (9) Given the product [C:1]([O:5][C:6](=[O:23])[NH:7][C@H:8]1[CH2:13][CH2:12][C@@H:11]([NH:14][C:15]2[CH:20]=[C:19]([CH3:21])[N:18]=[C:17]([N:25]([CH3:26])[CH3:24])[N:16]=2)[CH2:10][CH2:9]1)([CH3:4])([CH3:3])[CH3:2], predict the reactants needed to synthesize it. The reactants are: [C:1]([O:5][C:6](=[O:23])[NH:7][C@H:8]1[CH2:13][CH2:12][C@@H:11]([NH:14][C:15]2[CH:20]=[C:19]([CH3:21])[N:18]=[C:17](Cl)[N:16]=2)[CH2:10][CH2:9]1)([CH3:4])([CH3:3])[CH3:2].[CH3:24][NH:25][CH3:26].CCN(C(C)C)C(C)C.